This data is from Forward reaction prediction with 1.9M reactions from USPTO patents (1976-2016). The task is: Predict the product of the given reaction. (1) Given the reactants [N+:1]([C:4]1[CH:8]=[N:7][NH:6][N:5]=1)([O-:3])=[O:2].[CH2:9]1COCC1.[H-].[Na+].IC, predict the reaction product. The product is: [CH3:9][N:7]1[CH:8]=[C:4]([N+:1]([O-:3])=[O:2])[N:5]=[N:6]1. (2) The product is: [CH:3]1([NH:9][C:11]2[CH:16]=[CH:15][C:14]([N+:17]([O-:19])=[O:18])=[CH:13][N:12]=2)[CH2:8][CH2:7][CH2:6][CH2:5][CH2:4]1. Given the reactants [H-].[Na+].[CH:3]1([NH2:9])[CH2:8][CH2:7][CH2:6][CH2:5][CH2:4]1.Cl[C:11]1[CH:16]=[CH:15][C:14]([N+:17]([O-:19])=[O:18])=[CH:13][N:12]=1, predict the reaction product. (3) Given the reactants [Br:1][C:2]1[CH:3]=[C:4]([N:8]2[C:16]3[C:11](=[CH:12][C:13](I)=[CH:14][CH:15]=3)[C:10]([C:18]([O:20][CH3:21])=[O:19])=[N:9]2)[CH:5]=[CH:6][CH:7]=1.[CH3:22][C:23]1[N:24]=[CH:25][NH:26][CH:27]=1.CN[C@@H]1CCCC[C@H]1NC.C(=O)([O-])[O-].[Cs+].[Cs+].CN(C=O)C, predict the reaction product. The product is: [Br:1][C:2]1[CH:3]=[C:4]([N:8]2[C:16]3[C:11](=[CH:12][C:13]([N:26]4[CH:27]=[C:23]([CH3:22])[N:24]=[CH:25]4)=[CH:14][CH:15]=3)[C:10]([C:18]([O:20][CH3:21])=[O:19])=[N:9]2)[CH:5]=[CH:6][CH:7]=1. (4) Given the reactants [NH2:1][C:2]1[CH:16]=[CH:15][C:5]([CH2:6][P:7](=[O:14])([O:11][CH2:12][CH3:13])[O:8][CH2:9][CH3:10])=[CH:4][CH:3]=1.[C:17](OC(=O)C)(=[O:19])[CH3:18], predict the reaction product. The product is: [C:17]([NH:1][C:2]1[CH:3]=[CH:4][C:5]([CH2:6][P:7](=[O:14])([O:8][CH2:9][CH3:10])[O:11][CH2:12][CH3:13])=[CH:15][CH:16]=1)(=[O:19])[CH3:18].